Task: Predict the reaction yield, written as a fraction of the theoretical maximum amount of product (1.0 means a 100% yield; for example, 0.34 means a 34% yield).. Dataset: Reaction yield outcomes from USPTO patents with 853,638 reactions (1) The reactants are [CH3:1][C:2]([CH3:30])([CH2:27]SC)[CH2:3][NH:4][C:5]([C:7]1[C:15]2[C:10](=[N:11][CH:12]=[C:13]([CH:16]3[CH2:18][CH2:17]3)[N:14]=2)[N:9]([CH2:19][O:20][CH2:21][CH2:22][Si:23]([CH3:26])([CH3:25])[CH3:24])[CH:8]=1)=[O:6].O[O:32][S:33]([O-:35])=O.[K+].[C:37](OCC)(=O)C. The catalyst is C1COCC1.O. The product is [CH3:37][S:33]([CH2:1][C:2]([CH3:27])([CH3:30])[CH2:3][NH:4][C:5]([C:7]1[C:15]2[C:10](=[N:11][CH:12]=[C:13]([CH:16]3[CH2:17][CH2:18]3)[N:14]=2)[N:9]([CH2:19][O:20][CH2:21][CH2:22][Si:23]([CH3:26])([CH3:25])[CH3:24])[CH:8]=1)=[O:6])(=[O:35])=[O:32]. The yield is 0.730. (2) The reactants are Br[C:2]1[C:3]([C:19]([F:22])([F:21])[F:20])=[N:4][N:5]([CH3:18])[C:6]=1[C:7]1[CH:17]=[CH:16][C:10]2[O:11][CH2:12][C:13](=[O:15])[NH:14][C:9]=2[CH:8]=1.[F:23][C:24]1[CH:29]=[CH:28][C:27](B(O)O)=[CH:26][CH:25]=1. No catalyst specified. The product is [F:23][C:24]1[CH:29]=[CH:28][C:27]([C:2]2[C:3]([C:19]([F:22])([F:21])[F:20])=[N:4][N:5]([CH3:18])[C:6]=2[C:7]2[CH:17]=[CH:16][C:10]3[O:11][CH2:12][C:13](=[O:15])[NH:14][C:9]=3[CH:8]=2)=[CH:26][CH:25]=1. The yield is 0.310. (3) The reactants are [CH:1]1([NH:7][C:8]2[C:9]3[CH:19]=[CH:18][NH:17][C:10]=3[N:11]=[CH:12][C:13]=2[N+:14]([O-])=O)[CH2:6][CH2:5][CH2:4][CH2:3][CH2:2]1.O.O.[Sn](Cl)Cl. The catalyst is CCO. The product is [CH:1]1([NH:7][C:8]2[C:13]([NH2:14])=[CH:12][N:11]=[C:10]3[NH:17][CH:18]=[CH:19][C:9]=23)[CH2:2][CH2:3][CH2:4][CH2:5][CH2:6]1. The yield is 0.870. (4) The reactants are C(O[C:4]([C:6]1[NH:10][C:9]2[CH:11]=[C:12]([C:14]3[CH:19]=[CH:18][C:17]([N+:20]([O-:22])=[O:21])=[CH:16][CH:15]=3)[O:13][C:8]=2[CH:7]=1)=[O:5])C.[CH2:23]([O:25][C:26](=[O:54])[CH:27](CC)[CH2:28][CH2:29][N:30]1C(=S)N2C3C=C(C4C=CC([N+]([O-])=O)=CC=4)OC=3C=C2[C:31]1=[O:51])[CH3:24].N(CCCC(OCC)=O)=C=O.C(N(CC)CC)C.N(CCCC([O-])=O)=C=O. The catalyst is C(OCC)(=O)C.CCCCCC. The product is [CH2:23]([O:25][C:26](=[O:54])[CH2:27][CH2:28][CH2:29][N:30]1[C:31](=[O:51])[N:10]2[C:9]3[CH:11]=[C:12]([C:14]4[CH:19]=[CH:18][C:17]([N+:20]([O-:22])=[O:21])=[CH:16][CH:15]=4)[O:13][C:8]=3[CH:7]=[C:6]2[C:4]1=[O:5])[CH3:24]. The yield is 0.740. (5) The reactants are [NH2:1][C:2]1[CH:27]=[CH:26][C:5]2[O:6][C:7]3[CH:25]=[CH:24][CH:23]=[CH:22][C:8]=3[C@@H:9]3[C@H:14]([NH:15][C:16](=[O:21])[C:17]([F:20])([F:19])[F:18])[CH2:13][CH2:12][CH2:11][N:10]3[C:4]=2[CH:3]=1.[C:28](Cl)(=[O:31])[CH2:29][CH3:30].C(N(CC)CC)C. The catalyst is C(Cl)Cl. The product is [O:31]=[C:28]([NH:1][C:2]1[CH:27]=[CH:26][C:5]2[O:6][C:7]3[CH:25]=[CH:24][CH:23]=[CH:22][C:8]=3[C@@H:9]3[C@H:14]([NH:15][C:16](=[O:21])[C:17]([F:19])([F:20])[F:18])[CH2:13][CH2:12][CH2:11][N:10]3[C:4]=2[CH:3]=1)[CH2:29][CH3:30]. The yield is 0.480. (6) The reactants are [CH3:1][S:2]([OH:5])(=[O:4])=[O:3].O.CO. The catalyst is C(O)(C)C. The product is [OH2:3].[S:2]([OH:5])(=[O:4])(=[O:3])[CH3:1].[S:2]([OH:5])(=[O:4])(=[O:3])[CH3:1]. The yield is 0.823. (7) The reactants are [CH2:1]([C:3]1[NH:7][N:6]([C:8]2[CH:13]=[CH:12][C:11]([F:14])=[CH:10][CH:9]=2)[C:5](=[O:15])[C:4]=1[C:16]([O:18][CH2:19][CH3:20])=[O:17])[CH3:2].F[C:22](F)(F)S(OC)(=O)=O. No catalyst specified. The yield is 0.570. The product is [CH2:1]([C:3]1[N:7]([CH3:22])[N:6]([C:8]2[CH:13]=[CH:12][C:11]([F:14])=[CH:10][CH:9]=2)[C:5](=[O:15])[C:4]=1[C:16]([O:18][CH2:19][CH3:20])=[O:17])[CH3:2].